The task is: Predict the reactants needed to synthesize the given product.. This data is from Full USPTO retrosynthesis dataset with 1.9M reactions from patents (1976-2016). Given the product [Cl:35][C:36]1[CH:41]=[C:40]([C:10]2[CH:15]=[CH:14][CH:13]=[C:12]([C:16]3[N:20]([CH3:21])[N:19]=[C:18]([C:22]([N:24]4[CH2:28][CH2:27][CH:26]([N:29]([CH2:30][CH3:31])[CH2:32][CH3:33])[CH2:25]4)=[O:23])[C:17]=3[CH3:34])[CH:11]=2)[CH:39]=[CH:38][CH:37]=1, predict the reactants needed to synthesize it. The reactants are: [O-]P([O-])([O-])=O.[K+].[K+].[K+].Br[C:10]1[CH:11]=[C:12]([C:16]2[N:20]([CH3:21])[N:19]=[C:18]([C:22]([N:24]3[CH2:28][CH2:27][CH:26]([N:29]([CH2:32][CH3:33])[CH2:30][CH3:31])[CH2:25]3)=[O:23])[C:17]=2[CH3:34])[CH:13]=[CH:14][CH:15]=1.[Cl:35][C:36]1[CH:37]=[C:38](B(O)O)[CH:39]=[CH:40][CH:41]=1.